From a dataset of Forward reaction prediction with 1.9M reactions from USPTO patents (1976-2016). Predict the product of the given reaction. Given the reactants C([O:4][P:5]([CH2:11][O:12][CH2:13][C:14]([CH3:31])=[CH:15][CH2:16][C:17]1[C:18]([OH:30])=[C:19]2[C:23](=[C:24]([CH3:28])[C:25]=1[O:26][CH3:27])[CH2:22][O:21][C:20]2=[O:29])(=[O:10])[O:6]C(C)C)(C)C.N1C(C)=CC=CC=1C.C[Si](Br)(C)C, predict the reaction product. The product is: [OH:30][C:18]1[C:17]([CH2:16][CH:15]=[C:14]([CH3:31])[CH2:13][O:12][CH2:11][P:5](=[O:4])([OH:10])[OH:6])=[C:25]([O:26][CH3:27])[C:24]([CH3:28])=[C:23]2[C:19]=1[C:20](=[O:29])[O:21][CH2:22]2.